Dataset: Experimentally validated miRNA-target interactions with 360,000+ pairs, plus equal number of negative samples. Task: Binary Classification. Given a miRNA mature sequence and a target amino acid sequence, predict their likelihood of interaction. The miRNA is mmu-miR-126a-5p with sequence CAUUAUUACUUUUGGUACGCG. The protein sequence of the target gene is MPSGSSAALALALAAAPAPLPQPPPLPPPPPAGGPELEGDGLLLRERLAALGLDDPSPAEPGAPALRAAAVAAAAAAQCQARRATGLAPEEPGRLATSETAELELEVDEEEGEEAELDGELLEEEELEEAEEEDRPSLLLLSPPAATASQTQPIPGGPLGSVLLPAAGFDAREAAAAGVLYGGDDAQGMMAAMLSHAYGPGGGGAAAAALNGEQAALLRRKSVNTTECVPVPSSEHVAEIVGRQGCKIKALRAKTNTYIKTPVRGEEPIFVVTGRKEDVAMAKREILSAAEHFSMIRASR.... Result: 0 (no interaction).